Dataset: Forward reaction prediction with 1.9M reactions from USPTO patents (1976-2016). Task: Predict the product of the given reaction. Given the reactants [CH3:1][O:2][C:3]1[CH:4]=[C:5]([CH:37]=[C:38]([O:42][CH3:43])[C:39]=1[O:40][CH3:41])[C:6]([N:8]1[CH2:12][CH2:11][C:10]([CH2:19][CH2:20][N:21]2[CH2:27][CH2:26][CH2:25][N:24]([C:28]3[NH:32][C:31]4[CH:33]=[CH:34][CH:35]=[CH:36][C:30]=4[N:29]=3)[CH2:23][CH2:22]2)([C:13]2[CH:18]=[CH:17][CH:16]=[CH:15][CH:14]=2)[CH2:9]1)=[O:7].Cl[CH2:45][C:46]1[O:47][CH:48]=[CH:49][CH:50]=1, predict the reaction product. The product is: [CH3:43][O:42][C:38]1[CH:37]=[C:5]([CH:4]=[C:3]([O:2][CH3:1])[C:39]=1[O:40][CH3:41])[C:6]([N:8]1[CH2:12][CH2:11][C:10]([CH2:19][CH2:20][N:21]2[CH2:27][CH2:26][CH2:25][N:24]([C:28]3[N:29]([CH2:45][C:46]4[O:47][CH:48]=[CH:49][CH:50]=4)[C:30]4[CH:36]=[CH:35][CH:34]=[CH:33][C:31]=4[N:32]=3)[CH2:23][CH2:22]2)([C:13]2[CH:14]=[CH:15][CH:16]=[CH:17][CH:18]=2)[CH2:9]1)=[O:7].